The task is: Predict the product of the given reaction.. This data is from Forward reaction prediction with 1.9M reactions from USPTO patents (1976-2016). (1) Given the reactants [Cl:1][C:2]1[C:7]2[CH:8]=[C:9]([C:11]([O:13][CH3:14])=[O:12])[NH:10][C:6]=2[CH:5]=[CH:4][N:3]=1.[H-].[Na+].Br[CH2:18][CH2:19][O:20][C:21]1[CH:26]=[CH:25][C:24]([O:27][C:28]([F:31])([F:30])[F:29])=[CH:23][CH:22]=1, predict the reaction product. The product is: [Cl:1][C:2]1[C:7]2[CH:8]=[C:9]([C:11]([O:13][CH3:14])=[O:12])[N:10]([CH2:18][CH2:19][O:20][C:21]3[CH:22]=[CH:23][C:24]([O:27][C:28]([F:29])([F:30])[F:31])=[CH:25][CH:26]=3)[C:6]=2[CH:5]=[CH:4][N:3]=1. (2) Given the reactants [C:1]1([CH:7]2[CH2:12][CH2:11][CH2:10][NH:9][CH2:8]2)[CH:6]=[CH:5][CH:4]=[CH:3][CH:2]=1.[CH:13](=O)[CH2:14][CH3:15].C(O)(=O)C.C(O[BH-](OC(=O)C)OC(=O)C)(=O)C.[Na+], predict the reaction product. The product is: [C:1]1([CH:7]2[CH2:12][CH2:11][CH2:10][N:9]([CH2:13][CH2:14][CH3:15])[CH2:8]2)[CH:6]=[CH:5][CH:4]=[CH:3][CH:2]=1. (3) Given the reactants Br[CH2:2][C:3]1[CH:16]=[CH:15][C:6]([C:7]([C:9]2[CH:14]=[CH:13][CH:12]=[CH:11][CH:10]=2)=[O:8])=[CH:5][CH:4]=1.[CH2:17]([C:19]1[NH:20][C:21]2[C:22]([N:29]=1)=[N:23][C:24]([CH3:28])=[CH:25][C:26]=2[CH3:27])[CH3:18].O.[OH-].[Li+], predict the reaction product. The product is: [CH2:17]([C:19]1[N:29]([CH2:2][C:3]2[CH:16]=[CH:15][C:6]([C:7]([C:9]3[CH:14]=[CH:13][CH:12]=[CH:11][CH:10]=3)=[O:8])=[CH:5][CH:4]=2)[C:22]2=[N:23][C:24]([CH3:28])=[CH:25][C:26]([CH3:27])=[C:21]2[N:20]=1)[CH3:18]. (4) Given the reactants [CH2:1]([O:3][C:4]([C:6]1[N:7]=[CH:8][S:9][C:10]=1NCC1C=CC(OC)=CC=1)=[O:5])[CH3:2].[H-].[Na+].FC1C=CC=C(F)C=1C(Cl)=O, predict the reaction product. The product is: [CH2:1]([O:3][C:4]([C:6]1[N:7]=[CH:8][S:9][CH:10]=1)=[O:5])[CH3:2]. (5) Given the reactants [CH2:1]([NH:3][CH2:4][CH3:5])[CH3:2].C(O)(=O)C.C(O[BH-](OC(=O)C)OC(=O)C)(=O)C.[Na+].O=[C:25]1[CH2:30][CH2:29][N:28](C(OCC2C=CC=CC=2)=O)[CH2:27][CH2:26]1.C(=O)([O-])O.[Na+], predict the reaction product. The product is: [CH2:1]([N:3]([CH2:4][CH3:5])[CH:25]1[CH2:26][CH2:27][NH:28][CH2:29][CH2:30]1)[CH3:2]. (6) Given the reactants [F:1][C:2]1[CH:7]=[CH:6][C:5]([C:8]2[C:12]([C:13]3[CH:18]=[CH:17][N:16]=[CH:15][CH:14]=3)=[CH:11][NH:10][N:9]=2)=[CH:4][CH:3]=1.[H-].[Na+].Br[CH2:22][C:23]1[CH:24]=[C:25]([CH:28]=[CH:29][CH:30]=1)[C:26]#[N:27].C(O)(=O)C, predict the reaction product. The product is: [F:1][C:2]1[CH:3]=[CH:4][C:5]([C:8]2[C:12]([C:13]3[CH:18]=[CH:17][N:16]=[CH:15][CH:14]=3)=[CH:11][N:10]([CH2:22][C:23]3[CH:24]=[C:25]([CH:28]=[CH:29][CH:30]=3)[C:26]#[N:27])[N:9]=2)=[CH:6][CH:7]=1.[F:1][C:2]1[CH:3]=[CH:4][C:5]([C:8]2[N:9]([CH2:22][C:23]3[CH:24]=[C:25]([CH:28]=[CH:29][CH:30]=3)[C:26]#[N:27])[N:10]=[CH:11][C:12]=2[C:13]2[CH:18]=[CH:17][N:16]=[CH:15][CH:14]=2)=[CH:6][CH:7]=1. (7) Given the reactants [NH2:1][C:2]1[NH:3][C:4](=[O:25])[C:5]2[CH:10]=[C:9]([C:11]3[CH:16]=[CH:15][N:14]=[C:13](/[CH:17]=[CH:18]/[C:19]4[CH:24]=[CH:23][CH:22]=[CH:21][CH:20]=4)[CH:12]=3)[NH:8][C:6]=2[N:7]=1.C([CH:30](O[SiH](C)C)[CH:31]=[O:32])CCC, predict the reaction product. The product is: [OH:32][CH2:31][CH2:30][NH:1][C:2]1[NH:3][C:4](=[O:25])[C:5]2[CH:10]=[C:9]([C:11]3[CH:16]=[CH:15][N:14]=[C:13](/[CH:17]=[CH:18]/[C:19]4[CH:20]=[CH:21][CH:22]=[CH:23][CH:24]=4)[CH:12]=3)[NH:8][C:6]=2[N:7]=1. (8) Given the reactants [NH2:1][C:2]1[C:3]([Cl:18])=[C:4]2[C:8](=[CH:9][CH:10]=1)[CH2:7][C:6]1([C:14](=[O:15])[NH:13][C:12](=[O:16])[N:11]1[CH3:17])[CH2:5]2.NC1C=C2[C:26](=[CH:27][C:28]=1Cl)[CH2:25][C:24]1([C:33](=O)[NH:32][C:31](=[O:35])[N:30]1[CH3:36])C2, predict the reaction product. The product is: [Cl:18][C:3]1[C:2]([NH:1][C:14](=[O:15])[CH2:6][N:32]2[C:33]3[CH:28]=[CH:27][CH:26]=[CH:25][C:24]=3[N:30]([C:36]3[CH:8]=[CH:9][CH:10]=[CH:2][N:1]=3)[C:31]2=[O:35])=[CH:10][CH:9]=[C:8]2[C:4]=1[CH2:5][C:6]1([C:14](=[O:15])[NH:13][C:12](=[O:16])[N:11]1[CH3:17])[CH2:7]2. (9) Given the reactants NC1C=CC(N2CCN(C(OC(C)(C)C)=O)CC2)=CC=1[NH:21][S:22]([C:25]1[CH:30]=[CH:29][CH:28]=[CH:27][CH:26]=1)(=[O:24])=[O:23].CS(C1C=CC=CC=1S(Cl)(=O)=O)(=O)=O, predict the reaction product. The product is: [C:25]1([S:22]([NH2:21])(=[O:24])=[O:23])[CH:30]=[CH:29][CH:28]=[CH:27][CH:26]=1.